Dataset: Forward reaction prediction with 1.9M reactions from USPTO patents (1976-2016). Task: Predict the product of the given reaction. (1) Given the reactants COCCOCC[N:8](CCOCCOC)CCOCCOC.Cl[C:24]1[N:32]=[C:31]([Cl:33])[CH:30]=[CH:29][C:25]=1[C:26]([OH:28])=[O:27].C(N)(=O)C.C(=O)([O-])[O-].[K+].[K+].Cl.C(O)(=O)CC(CC(O)=O)(C(O)=O)O, predict the reaction product. The product is: [NH2:8][C:24]1[N:32]=[C:31]([Cl:33])[CH:30]=[CH:29][C:25]=1[C:26]([OH:28])=[O:27]. (2) The product is: [Cl:8][C:6]1[N:7]=[C:2]([N:26]2[C:27]3[C:23](=[CH:22][C:21]([O:28][CH3:29])=[CH:20][C:19]=3[Cl:18])[CH2:24][CH2:25]2)[C:3](=[O:16])[N:4]([CH:9]([CH:12]2[CH2:15][CH2:14][CH2:13]2)[CH2:10][CH3:11])[CH:5]=1. Given the reactants Cl[C:2]1[C:3](=[O:16])[N:4]([CH:9]([CH:12]2[CH2:15][CH2:14][CH2:13]2)[CH2:10][CH3:11])[CH:5]=[C:6]([Cl:8])[N:7]=1.Cl.[Cl:18][C:19]1[CH:20]=[C:21]([O:28][CH3:29])[CH:22]=[C:23]2[C:27]=1[NH:26][CH2:25][CH2:24]2, predict the reaction product. (3) Given the reactants Br[C:2]1[CH:10]=[CH:9][C:5]([C:6]([OH:8])=O)=[CH:4][N:3]=1.[CH3:11][O:12][C:13]1[CH:18]=[CH:17][C:16]([NH2:19])=[CH:15][CH:14]=1.C(=O)([O-])[O-].[Na+].[Na+].S(Cl)([Cl:28])=O, predict the reaction product. The product is: [Cl:28][C:2]1[CH:10]=[CH:9][C:5]([C:6]([NH:19][C:16]2[CH:17]=[CH:18][C:13]([O:12][CH3:11])=[CH:14][CH:15]=2)=[O:8])=[CH:4][N:3]=1. (4) Given the reactants [C:1]1([N:7]2[C:15]3[CH2:14][CH2:13][CH2:12]/[C:11](=[CH:16]\[CH:17]=O)/[C:10]=3[CH:9]=[N:8]2)[CH:6]=[CH:5][CH:4]=[CH:3][CH:2]=1.[CH2:19](CN)[C:20]1[CH:25]=[CH:24][CH:23]=[CH:22][CH:21]=1.[C:28]([BH3-])#[N:29].[Na+], predict the reaction product. The product is: [CH2:19]([N:29]([CH3:28])[CH2:17]/[CH:16]=[C:11]1/[C:10]2[CH:9]=[N:8][N:7]([C:1]3[CH:6]=[CH:5][CH:4]=[CH:3][CH:2]=3)[C:15]=2[CH2:14][CH2:13][CH2:12]/1)[C:20]1[CH:21]=[CH:22][CH:23]=[CH:24][CH:25]=1.